Dataset: Full USPTO retrosynthesis dataset with 1.9M reactions from patents (1976-2016). Task: Predict the reactants needed to synthesize the given product. (1) Given the product [CH2:1]([O:8][C:9]([N:11]1[CH2:19][CH2:18][NH:17][CH2:16][CH2:15][N:14]([C:30]([O:32][CH2:33][C:34]2[CH:39]=[CH:38][CH:37]=[CH:36][CH:35]=2)=[O:31])[CH2:13][CH2:12]1)=[O:10])[C:2]1[CH:3]=[CH:4][CH:5]=[CH:6][CH:7]=1, predict the reactants needed to synthesize it. The reactants are: [CH2:1]([O:8][C:9]([N:11]1[CH2:19][CH2:18][N:17](C(OCC2C=CC=CC=2)=O)[CH2:16][CH2:15][N:14]([C:30]([O:32][CH2:33][C:34]2[CH:39]=[CH:38][CH:37]=[CH:36][CH:35]=2)=[O:31])[CH2:13][CH2:12]1)=[O:10])[C:2]1[CH:7]=[CH:6][CH:5]=[CH:4][CH:3]=1.I[Si](C)(C)C. (2) Given the product [CH2:23]([O:26][N:27]=[C:1]([C:4]1[CH:9]=[CH:8][C:7]([C:10]([F:11])([F:13])[F:12])=[CH:6][C:5]=1[NH:14][S:15]([C:18]([F:21])([F:19])[F:20])(=[O:17])=[O:16])[CH3:2])[CH:24]=[CH2:25], predict the reactants needed to synthesize it. The reactants are: [C:1]([C:4]1[CH:9]=[CH:8][C:7]([C:10]([F:13])([F:12])[F:11])=[CH:6][C:5]=1[NH:14][S:15]([C:18]([F:21])([F:20])[F:19])(=[O:17])=[O:16])(=O)[CH3:2].Cl.[CH2:23]([O:26][NH2:27])[CH:24]=[CH2:25].CC([O-])=O.[Na+]. (3) Given the product [C:1]([C:5]1[CH:6]=[C:7]([C:17]([NH2:20])=[O:18])[CH:8]=[C:9]2[C:14]=1[O:13][CH2:12][CH2:11][C:10]2([CH3:16])[CH3:15])([CH3:4])([CH3:3])[CH3:2], predict the reactants needed to synthesize it. The reactants are: [C:1]([C:5]1[CH:6]=[C:7]([C:17](Cl)=[O:18])[CH:8]=[C:9]2[C:14]=1[O:13][CH2:12][CH2:11][C:10]2([CH3:16])[CH3:15])([CH3:4])([CH3:3])[CH3:2].[NH3:20]. (4) Given the product [C:39]1([S:38][C:35]2([O:22][C:19]3[CH:20]=[CH:21][C:16]([C:15]([NH:14][C:5]4([C:3]([OH:2])=[O:4])[CH2:13][C:12]5[C:7](=[CH:8][CH:9]=[CH:10][CH:11]=5)[CH2:6]4)=[O:33])=[CH:17][C:18]=3[O:23][CH2:24][CH2:25][C:26]3[CH:27]=[C:28]([CH3:32])[CH:29]=[CH:30][CH:31]=3)[CH2:37][CH2:36]2)[CH:44]=[CH:43][CH:42]=[CH:41][CH:40]=1, predict the reactants needed to synthesize it. The reactants are: C[O:2][C:3]([C:5]1([NH:14][C:15](=[O:33])[C:16]2[CH:21]=[CH:20][C:19]([OH:22])=[C:18]([O:23][CH2:24][CH2:25][C:26]3[CH:27]=[C:28]([CH3:32])[CH:29]=[CH:30][CH:31]=3)[CH:17]=2)[CH2:13][C:12]2[C:7](=[CH:8][CH:9]=[CH:10][CH:11]=2)[CH2:6]1)=[O:4].I[C:35]1([S:38][C:39]2[CH:44]=[CH:43][CH:42]=[CH:41][CH:40]=2)[CH2:37][CH2:36]1.